From a dataset of Reaction yield outcomes from USPTO patents with 853,638 reactions. Predict the reaction yield, written as a fraction of the theoretical maximum amount of product (1.0 means a 100% yield; for example, 0.34 means a 34% yield). (1) The reactants are [Br:1][C:2]1[NH:6][C:5]([C@@H:7]2[CH2:11][CH2:10][CH2:9][N:8]2[C:12]([O:14]C(C)(C)C)=O)=[N:4][CH:3]=1.Cl.[CH3:20][O:21][C@H:22]([CH3:32])[C@H:23]([NH:27][C:28]([O:30][CH3:31])=[O:29])C(O)=O.CN(C(ON1N=NC2C=CC=NC1=2)=[N+](C)C)C.F[P-](F)(F)(F)(F)F.CCN(C(C)C)C(C)C.[Li+].[OH-]. The catalyst is C(Cl)Cl.CO.CN(C=O)C. The product is [Br:1][C:2]1[NH:6][C:5]([C@@H:7]2[CH2:11][CH2:10][CH2:9][N:8]2[C:12](=[O:14])[C@@H:23]([NH:27][C:28](=[O:29])[O:30][CH3:31])[C@H:22]([O:21][CH3:20])[CH3:32])=[N:4][CH:3]=1. The yield is 1.00. (2) The reactants are [Br:1][C:2]1[CH:14]=[CH:13][C:5]([O:6][CH:7]2[CH2:12][CH2:11][NH:10][CH2:9][CH2:8]2)=[C:4]([O:15][CH3:16])[CH:3]=1.[O:17]1[CH2:20][C:19](=O)[CH2:18]1.[BH-](OC(C)=O)(OC(C)=O)OC(C)=O.[Na+]. The catalyst is C(O)(=O)C.ClCCCl. The product is [Br:1][C:2]1[CH:14]=[CH:13][C:5]([O:6][CH:7]2[CH2:12][CH2:11][N:10]([CH:19]3[CH2:20][O:17][CH2:18]3)[CH2:9][CH2:8]2)=[C:4]([O:15][CH3:16])[CH:3]=1. The yield is 0.670. (3) The reactants are Br[C:2]1[CH:14]=[CH:13][C:5]([CH2:6][N:7]2[CH2:12][CH2:11][O:10][CH2:9][CH2:8]2)=[CH:4][CH:3]=1.[C:15]([Si:17]([CH3:20])([CH3:19])[CH3:18])#[CH:16].C1C=CC(P(C2C=CC=CC=2)C2C=CC=CC=2)=CC=1.C(NCCC)CC. The catalyst is CN(C=O)C.O.Cl[Pd](Cl)([P](C1C=CC=CC=1)(C1C=CC=CC=1)C1C=CC=CC=1)[P](C1C=CC=CC=1)(C1C=CC=CC=1)C1C=CC=CC=1.[Cu]I. The yield is 0.970. The product is [CH3:18][Si:17]([C:15]#[C:16][C:2]1[CH:14]=[CH:13][C:5]([CH2:6][N:7]2[CH2:12][CH2:11][O:10][CH2:9][CH2:8]2)=[CH:4][CH:3]=1)([CH3:20])[CH3:19]. (4) The reactants are [C:1]([C:5]1[CH:36]=[CH:35][C:8]([CH2:9][O:10][C:11]2[CH:16]=[CH:15][C:14]([C:17]3[CH:22]=[CH:21][C:20]([O:23][C:24]([F:27])([F:26])[F:25])=[CH:19][CH:18]=3)=[CH:13][C:12]=2[NH:28][C:29](=[O:34])[C:30]([O:32]C)=[O:31])=[CH:7][CH:6]=1)([CH3:4])([CH3:3])[CH3:2].[CH3:37]O.[OH-].[Na+:40]. The catalyst is O1CCCC1. The product is [Na+:40].[CH3:37][N:28]([C:12]1[CH:13]=[C:14]([C:17]2[CH:22]=[CH:21][C:20]([O:23][C:24]([F:27])([F:25])[F:26])=[CH:19][CH:18]=2)[CH:15]=[CH:16][C:11]=1[O:10][CH2:9][C:8]1[CH:35]=[CH:36][C:5]([C:1]([CH3:2])([CH3:4])[CH3:3])=[CH:6][CH:7]=1)[C:29](=[O:34])[C:30]([O-:32])=[O:31]. The yield is 0.881. (5) The reactants are C([O:8][N:9]([CH2:12][CH2:13][CH2:14][CH2:15][CH2:16][CH2:17][N:18]1[C:24](=[O:25])[C:23]2[CH:26]=[CH:27][CH:28]=[CH:29][C:22]=2[O:21][C:20]2[CH:30]=[CH:31][CH:32]=[CH:33][C:19]1=2)[CH:10]=[O:11])C1C=CC=CC=1.[H][H]. The catalyst is CO.[Pd]. The product is [OH:8][N:9]([CH2:12][CH2:13][CH2:14][CH2:15][CH2:16][CH2:17][N:18]1[C:24](=[O:25])[C:23]2[CH:26]=[CH:27][CH:28]=[CH:29][C:22]=2[O:21][C:20]2[CH:30]=[CH:31][CH:32]=[CH:33][C:19]1=2)[CH:10]=[O:11]. The yield is 0.0600. (6) The reactants are [NH2:1][C:2]1[CH:3]=[C:4]([C:8]2([CH3:23])[CH:13]3[CH:9]2[C:10](=[O:22])[N:11]([CH2:15][C:16]2[CH:21]=[CH:20][CH:19]=[CH:18][CH:17]=2)[C:12]3=[O:14])[CH:5]=[CH:6][CH:7]=1.N1C=CC=CC=1.[CH3:30][S:31](Cl)(=[O:33])=[O:32]. The catalyst is C(OCC)(=O)C. The product is [CH2:15]([N:11]1[C:12](=[O:14])[CH:13]2[CH:9]([C:8]2([C:4]2[CH:3]=[C:2]([NH:1][S:31]([CH3:30])(=[O:33])=[O:32])[CH:7]=[CH:6][CH:5]=2)[CH3:23])[C:10]1=[O:22])[C:16]1[CH:17]=[CH:18][CH:19]=[CH:20][CH:21]=1. The yield is 0.990.